From a dataset of Reaction yield outcomes from USPTO patents with 853,638 reactions. Predict the reaction yield, written as a fraction of the theoretical maximum amount of product (1.0 means a 100% yield; for example, 0.34 means a 34% yield). (1) The reactants are [CH3:1][O:2][C:3]1[CH:4]=[C:5]2[C:10](=[CH:11][C:12]=1[O:13][CH2:14][CH2:15][O:16][CH3:17])[N:9]=[CH:8][N:7]=[C:6]2[O:18][C:19]1[CH:20]=[C:21]([CH:23]=[CH:24][CH:25]=1)[NH2:22].[F:26][C:27]([C:30]1[CH:34]=[C:33]([NH:35][C:36](=O)[O:37]C2C=CC=CC=2)[O:32][N:31]=1)([CH3:29])[CH3:28].COC1C=C2C(=CC=1OC)N=CN=C2OC1C=C(NC(NC2ON=C(C(C)C)C=2)=O)C=CC=1. No catalyst specified. The product is [F:26][C:27]([C:30]1[CH:34]=[C:33]([NH:35][C:36]([NH:22][C:21]2[CH:23]=[CH:24][CH:25]=[C:19]([O:18][C:6]3[C:5]4[C:10](=[CH:11][C:12]([O:13][CH2:14][CH2:15][O:16][CH3:17])=[C:3]([O:2][CH3:1])[CH:4]=4)[N:9]=[CH:8][N:7]=3)[CH:20]=2)=[O:37])[O:32][N:31]=1)([CH3:28])[CH3:29]. The yield is 0.430. (2) The reactants are F[C:2]1[CH:9]=[CH:8][C:5]([C:6]#[N:7])=[C:4]([CH3:10])[CH:3]=1.[C:11]([O:15][C:16]([N:18]1[CH2:23][CH2:22][CH2:21][CH:20]([OH:24])[CH2:19]1)=[O:17])([CH3:14])([CH3:13])[CH3:12].[H-].[Na+]. The catalyst is CN(C=O)C. The product is [C:11]([O:15][C:16]([N:18]1[CH2:23][CH2:22][CH2:21][CH:20]([O:24][C:2]2[CH:9]=[CH:8][C:5]([C:6]#[N:7])=[C:4]([CH3:10])[CH:3]=2)[CH2:19]1)=[O:17])([CH3:14])([CH3:12])[CH3:13]. The yield is 0.950. (3) The reactants are C[O:2][C:3](=[O:15])[C:4]1[CH:9]=[C:8](F)[C:7]([N+:11]([O-:13])=[O:12])=[CH:6][C:5]=1[F:14].[CH3:16][O-:17].[Na+]. The catalyst is CO. The product is [F:14][C:5]1[CH:6]=[C:7]([N+:11]([O-:13])=[O:12])[C:8]([O:17][CH3:16])=[CH:9][C:4]=1[C:3]([OH:2])=[O:15]. The yield is 0.700.